This data is from Reaction yield outcomes from USPTO patents with 853,638 reactions. The task is: Predict the reaction yield, written as a fraction of the theoretical maximum amount of product (1.0 means a 100% yield; for example, 0.34 means a 34% yield). (1) The reactants are [F:1][C:2]1[CH:31]=[C:30]([N+:32]([O-])=O)[CH:29]=[CH:28][C:3]=1[O:4][C:5]1[C:14]2[C:9](=[CH:10][C:11]([O:17][CH2:18][CH2:19][CH2:20][N:21]3[CH2:26][CH2:25][N:24]([CH3:27])[CH2:23][CH2:22]3)=[C:12]([O:15][CH3:16])[CH:13]=2)[N:8]=[CH:7][CH:6]=1.[H][H]. The catalyst is C1COCC1.CCO.[Pd]. The product is [F:1][C:2]1[CH:31]=[C:30]([CH:29]=[CH:28][C:3]=1[O:4][C:5]1[C:14]2[C:9](=[CH:10][C:11]([O:17][CH2:18][CH2:19][CH2:20][N:21]3[CH2:22][CH2:23][N:24]([CH3:27])[CH2:25][CH2:26]3)=[C:12]([O:15][CH3:16])[CH:13]=2)[N:8]=[CH:7][CH:6]=1)[NH2:32]. The yield is 0.980. (2) The product is [C:27]([C:26](=[N:20][NH:1][C:2]1[CH:10]=[CH:9][C:5]([C:6]([NH2:8])=[O:7])=[CH:4][CH:3]=1)[C:25](=[O:30])[CH3:24])(=[O:29])[CH3:28]. The yield is 0.250. The catalyst is C(O)C. The reactants are [NH2:1][C:2]1[CH:10]=[CH:9][C:5]([C:6]([NH2:8])=[O:7])=[CH:4][CH:3]=1.P(=O)(O)(O)O.[N+]([O-])(O)=O.[N:20]([O-])=O.[Na+].[CH3:24][C:25](=[O:30])[CH2:26][C:27](=[O:29])[CH3:28].C([O-])(=O)C.[K+].C([O-])([O-])=O.[Na+].[Na+].